Dataset: Reaction yield outcomes from USPTO patents with 853,638 reactions. Task: Predict the reaction yield, written as a fraction of the theoretical maximum amount of product (1.0 means a 100% yield; for example, 0.34 means a 34% yield). (1) The reactants are [F:1][C:2]([F:7])([F:6])[C:3]([OH:5])=[O:4].[C:8]1([C:14]2[CH:19]=[C:18]([CH:20]3[CH2:25][CH2:24][NH:23][CH2:22][CH2:21]3)[CH:17]=[CH:16][C:15]=2[NH:26][C:27]([C:29]2[NH:30][CH:31]=[C:32]([C:34]#[N:35])[N:33]=2)=[O:28])[CH2:13][CH2:12][CH2:11][CH2:10][CH:9]=1.C([O-])([O-])=O.[K+].[K+].F[C:43]1[CH:48]=[CH:47][CH:46]=[CH:45][N:44]=1.CN(C)C(=O)C. The product is [F:1][C:2]([F:7])([F:6])[C:3]([OH:5])=[O:4].[C:8]1([C:14]2[CH:19]=[C:18]([CH:20]3[CH2:21][CH2:22][N:23]([C:43]4[CH:48]=[CH:47][CH:46]=[CH:45][N:44]=4)[CH2:24][CH2:25]3)[CH:17]=[CH:16][C:15]=2[NH:26][C:27]([C:29]2[NH:30][CH:31]=[C:32]([C:34]#[N:35])[N:33]=2)=[O:28])[CH2:13][CH2:12][CH2:11][CH2:10][CH:9]=1. The catalyst is O. The yield is 0.750. (2) The reactants are [CH2:1]([C:8]1[N:9]=[N:10][C:11]([N:16]2[CH2:21][CH2:20][NH:19][CH2:18][CH2:17]2)=[C:12]([CH3:15])[C:13]=1[CH3:14])[C:2]1[CH:7]=[CH:6][CH:5]=[CH:4][CH:3]=1.[C:22]1([N:28]=[C:29]=[O:30])[CH:27]=[CH:26][CH:25]=[CH:24][CH:23]=1. The catalyst is C(Cl)Cl. The product is [C:22]1([NH:28][C:29]([N:19]2[CH2:18][CH2:17][N:16]([C:11]3[N:10]=[N:9][C:8]([CH2:1][C:2]4[CH:7]=[CH:6][CH:5]=[CH:4][CH:3]=4)=[C:13]([CH3:14])[C:12]=3[CH3:15])[CH2:21][CH2:20]2)=[O:30])[CH:27]=[CH:26][CH:25]=[CH:24][CH:23]=1. The yield is 0.580. (3) The reactants are [C:1]([NH:8][C@H:9]([C:17]([OH:19])=O)[CH2:10][C:11]1[CH:16]=[CH:15][N:14]=[CH:13][CH:12]=1)([O:3][C:4]([CH3:7])([CH3:6])[CH3:5])=[O:2].CC[N:22]([CH:26]([CH3:28])C)[CH:23]([CH3:25])C.ClC(OCC(C)C)=O.N1CCCC1. The catalyst is C(Cl)Cl. The product is [O:19]=[C:17]([N:22]1[CH2:23][CH2:25][CH2:28][CH2:26]1)[C@H:9]([NH:8][C:1](=[O:2])[O:3][C:4]([CH3:5])([CH3:6])[CH3:7])[CH2:10][C:11]1[CH:12]=[CH:13][N:14]=[CH:15][CH:16]=1. The yield is 0.240. (4) The catalyst is [N+](C)(C)(C)C.[Cl-].CS(C)=O. The product is [Br:1][C:2]1[CH:3]=[N:4][CH:5]=[C:6]([F:9])[C:7]=1[N:13]1[CH2:18][CH2:17][CH:16]([C:19]([O:21][C:22]([CH3:25])([CH3:24])[CH3:23])=[O:20])[CH2:15][CH2:14]1. The yield is 0.650. The reactants are [Br:1][C:2]1[CH:3]=[N:4][CH:5]=[C:6]([F:9])[C:7]=1Cl.[F-].[K+].Cl.[NH:13]1[CH2:18][CH2:17][CH:16]([C:19]([O:21][C:22]([CH3:25])([CH3:24])[CH3:23])=[O:20])[CH2:15][CH2:14]1.CCN(C(C)C)C(C)C. (5) The reactants are [CH2:1]([N:8]1[CH2:13][CH2:12][O:11][C@@H:10]([C:14]2[CH:19]=[C:18](Br)[CH:17]=[CH:16][C:15]=2[O:21][CH3:22])[CH2:9]1)[C:2]1[CH:7]=[CH:6][CH:5]=[CH:4][CH:3]=1.[Cu](C#N)[C:24]#[N:25].C(OCC)C.[OH-].[Na+]. The catalyst is CN1CCCC1=O. The product is [CH2:1]([N:8]1[CH2:13][CH2:12][O:11][C@@H:10]([C:14]2[CH:19]=[C:18]([C:24]#[N:25])[CH:17]=[CH:16][C:15]=2[O:21][CH3:22])[CH2:9]1)[C:2]1[CH:7]=[CH:6][CH:5]=[CH:4][CH:3]=1. The yield is 0.690. (6) The reactants are [CH3:1][C@@H:2]1[CH2:6][CH2:5][C:4](=C(C)C)[CH:3]1[C:10]([O:12][CH2:13][CH3:14])=[O:11].C(=O)=[O:16].C(O)(C)C. The catalyst is C(OCC)(=O)C. The product is [CH3:1][C@@H:2]1[CH2:6][CH2:5][C:4](=[O:16])[CH:3]1[C:10]([O:12][CH2:13][CH3:14])=[O:11]. The yield is 0.960. (7) The product is [I:2][C:3]1[CH:4]=[CH:5][C:6]([CH:9]([NH:14][C:16]2[CH:25]=[CH:24][C:19]([C:20]([O:22][CH3:23])=[O:21])=[CH:18][N:17]=2)[CH2:10][CH:11]([CH3:12])[CH3:13])=[CH:7][CH:8]=1. The reactants are Cl.[I:2][C:3]1[CH:8]=[CH:7][C:6]([CH:9]([NH2:14])[CH2:10][CH:11]([CH3:13])[CH3:12])=[CH:5][CH:4]=1.F[C:16]1[CH:25]=[CH:24][C:19]([C:20]([O:22][CH3:23])=[O:21])=[CH:18][N:17]=1.C(=O)([O-])[O-].[K+].[K+]. The yield is 0.520. The catalyst is CN(C)C=O.O.C(OCC)(=O)C. (8) The reactants are [Cl:1][C:2]1[C:10]([NH:11][S:12]([CH2:15][CH2:16][CH2:17][F:18])(=[O:14])=[O:13])=[CH:9][CH:8]=[C:7]([Cl:19])[C:3]=1C(O)=O.C([N:22](CC)CC)C.C1C=CC(OP(OC2C=CC=CC=2)(N=[N+]=[N-])=O)=CC=1.O. The catalyst is O1CCOCC1. The product is [NH2:22][C:3]1[C:2]([Cl:1])=[C:10]([NH:11][S:12]([CH2:15][CH2:16][CH2:17][F:18])(=[O:14])=[O:13])[CH:9]=[CH:8][C:7]=1[Cl:19]. The yield is 0.500. (9) The reactants are [Cl:1][C:2]1[CH:7]=[C:6]([Cl:8])[CH:5]=[C:4]([N+:9]([O-:11])=[O:10])[C:3]=1[OH:12].CI.[C:15](=O)([O-])[O-].[K+].[K+]. No catalyst specified. The product is [N+:9]([C:4]1[CH:5]=[C:6]([Cl:8])[CH:7]=[C:2]([Cl:1])[C:3]=1[O:12][CH3:15])([O-:11])=[O:10]. The yield is 0.900. (10) The reactants are [CH3:1][O:2][C:3]1[CH:4]=[C:5]2[C:10](=[C:11]3[CH2:15][C:14]([CH3:17])([CH3:16])[O:13][C:12]=13)[C:9]([C:18]1[CH:19]=[C:20]([C:24]3[CH:29]=[CH:28][C:27]([NH2:30])=[CH:26][CH:25]=3)[CH:21]=[CH:22][CH:23]=1)=[N:8][C:7]([CH3:32])([CH3:31])[CH2:6]2.[CH3:33][N:34]=[C:35]=[O:36]. The catalyst is C(Cl)(Cl)Cl. The product is [CH3:33][NH:34][C:35]([NH:30][C:27]1[CH:26]=[CH:25][C:24]([C:20]2[CH:21]=[CH:22][CH:23]=[C:18]([C:9]3[C:10]4[C:5](=[CH:4][C:3]([O:2][CH3:1])=[C:12]5[O:13][C:14]([CH3:17])([CH3:16])[CH2:15][C:11]5=4)[CH2:6][C:7]([CH3:32])([CH3:31])[N:8]=3)[CH:19]=2)=[CH:29][CH:28]=1)=[O:36]. The yield is 0.960.